From a dataset of NCI-60 drug combinations with 297,098 pairs across 59 cell lines. Regression. Given two drug SMILES strings and cell line genomic features, predict the synergy score measuring deviation from expected non-interaction effect. (1) Drug 1: C#CCC(CC1=CN=C2C(=N1)C(=NC(=N2)N)N)C3=CC=C(C=C3)C(=O)NC(CCC(=O)O)C(=O)O. Drug 2: CC(C)CN1C=NC2=C1C3=CC=CC=C3N=C2N. Cell line: OVCAR-5. Synergy scores: CSS=0.0895, Synergy_ZIP=-0.416, Synergy_Bliss=-1.20, Synergy_Loewe=-1.51, Synergy_HSA=-1.60. (2) Drug 1: C1C(C(OC1N2C=NC(=NC2=O)N)CO)O. Drug 2: CC1C(C(CC(O1)OC2CC(CC3=C2C(=C4C(=C3O)C(=O)C5=C(C4=O)C(=CC=C5)OC)O)(C(=O)CO)O)N)O.Cl. Cell line: HOP-92. Synergy scores: CSS=51.6, Synergy_ZIP=1.03, Synergy_Bliss=0.505, Synergy_Loewe=-20.1, Synergy_HSA=3.12. (3) Drug 1: CN(C)C1=NC(=NC(=N1)N(C)C)N(C)C. Drug 2: C1CN(P(=O)(OC1)NCCCl)CCCl. Cell line: NCI-H460. Synergy scores: CSS=-8.69, Synergy_ZIP=0.757, Synergy_Bliss=-5.66, Synergy_Loewe=-8.59, Synergy_HSA=-8.43.